From a dataset of Forward reaction prediction with 1.9M reactions from USPTO patents (1976-2016). Predict the product of the given reaction. (1) Given the reactants [C:1]([C:3]1[CH:19]=[C:18]([F:20])[C:6]([CH2:7][N:8]([CH3:17])[CH2:9][C:10]([O:12][C:13]([CH3:16])([CH3:15])[CH3:14])=[O:11])=[C:5]([F:21])[CH:4]=1)#[N:2].[NH2:22][OH:23], predict the reaction product. The product is: [F:21][C:5]1[CH:4]=[C:3]([C:1](=[N:22][OH:23])[NH2:2])[CH:19]=[C:18]([F:20])[C:6]=1[CH2:7][N:8]([CH3:17])[CH2:9][C:10]([O:12][C:13]([CH3:14])([CH3:15])[CH3:16])=[O:11]. (2) The product is: [CH3:21][S:18]([C:15]1[CH:16]=[CH:17][C:12]([O:28][CH2:25][C:7]2[CH:8]=[CH:9][CH:10]=[C:5]([C:4]3[CH:3]=[C:2]([C:15]([S:18]([CH3:21])(=[O:20])=[O:19])([CH3:16])[CH3:14])[CH:17]=[C:12]4[C:31]=3[N:32]=[CH:34][CH:22]=[CH:13]4)[CH:6]=2)=[C:13]([C:22](=[O:24])[CH3:23])[CH:14]=1)(=[O:20])=[O:19]. Given the reactants N1[C:10]2[C:5](=[CH:6][CH:7]=[CH:8][CH:9]=2)[CH:4]=[CH:3][CH:2]=1.O[C:12]1[CH:17]=[CH:16][C:15]([S:18]([CH3:21])(=[O:20])=[O:19])=[CH:14][C:13]=1[C:22](=[O:24])[CH3:23].[C:25]([O-:28])([O-])=O.[Cs+].[Cs+].[CH3:31][N:32]([CH:34]=O)C, predict the reaction product. (3) The product is: [CH3:1][O:2][CH2:3][CH2:4][O:5][CH2:6][CH2:7][O:8][CH2:9][CH2:10][O:11][CH2:12][CH2:13][O:14][CH2:15][CH2:16][O:17][CH2:18][CH2:19][O:20][CH2:21][CH2:22][O:23][CH2:24][CH2:25][NH:26][C:27]([C@@H:29]1[CH2:33][CH2:32][CH2:31][N:30]1[CH2:34][CH2:35][N:36]([CH3:79])[C:37](=[O:78])[C:38]1[CH:77]=[CH:76][CH:75]=[C:40]([C:41]([NH:43][C:44]2[CH:49]=[CH:48][C:47]([N:50]([CH2:55][CH3:54])[CH2:51][CH3:52])=[CH:46][C:45]=2[C:56]2[CH:61]=[C:60]([C:62](=[O:74])[NH:63][C@@H:64]3[C:73]4[C:68](=[CH:69][CH:70]=[CH:71][CH:72]=4)[CH2:67][CH2:66][CH2:65]3)[CH:59]=[CH:58][N:57]=2)=[O:42])[CH:39]=1)=[O:28]. Given the reactants [CH3:1][O:2][CH2:3][CH2:4][O:5][CH2:6][CH2:7][O:8][CH2:9][CH2:10][O:11][CH2:12][CH2:13][O:14][CH2:15][CH2:16][O:17][CH2:18][CH2:19][O:20][CH2:21][CH2:22][O:23][CH2:24][CH2:25][NH:26][C:27]([C@@H:29]1[CH2:33][CH2:32][CH2:31][N:30]1[CH2:34][CH2:35][N:36]([CH3:79])[C:37](=[O:78])[C:38]1[CH:77]=[CH:76][CH:75]=[C:40]([C:41]([NH:43][C:44]2[CH:49]=[CH:48][C:47]([N:50]3[CH2:55][CH2:54]C[CH2:52][CH2:51]3)=[CH:46][C:45]=2[C:56]2[CH:61]=[C:60]([C:62](=[O:74])[NH:63][C@@H:64]3[C:73]4[C:68](=[CH:69][CH:70]=[CH:71][CH:72]=4)[CH2:67][CH2:66][CH2:65]3)[CH:59]=[CH:58][N:57]=2)=[O:42])[CH:39]=1)=[O:28].C(N(CC)C1C=CC(NC(=O)C2C=CC=C(C(N(C)CC=O)=O)C=2)=C(C2C=C(C(=O)NC3C4C(=CC=CC=4)CCC3)C=CN=2)C=1)C.C(N)(=O)C1C=CC=C(C(N)=O)C=1, predict the reaction product. (4) The product is: [N+:6]([C:12]1[CH:11]=[CH:10][C:15]2[CH2:16][CH2:17][C:18](=[O:21])[CH2:19][CH2:20][C:14]=2[CH:13]=1)([O-:9])=[O:7]. Given the reactants S(=O)(=O)(O)O.[N+:6]([O-:9])(O)=[O:7].[CH:10]1[C:15]2[CH2:16][CH2:17][C:18](=[O:21])[CH2:19][CH2:20][C:14]=2[CH:13]=[CH:12][CH:11]=1, predict the reaction product. (5) Given the reactants Br[CH2:2][C:3]([O:5][CH2:6][CH3:7])=[O:4].[Cl:8][C:9]1[CH:14]=[CH:13][CH:12]=[C:11]([Cl:15])[C:10]=1[N:16]1[CH:38]=[CH:37][C:19]2[N:20]=[C:21]([NH:24][C:25]3[CH:30]=[CH:29][C:28]([N:31]4[CH2:36][CH2:35][NH:34][CH2:33][CH2:32]4)=[CH:27][CH:26]=3)[N:22]=[CH:23][C:18]=2[C:17]1=[O:39].C(N(CC)CC)C, predict the reaction product. The product is: [Cl:8][C:9]1[CH:14]=[CH:13][CH:12]=[C:11]([Cl:15])[C:10]=1[N:16]1[CH:38]=[CH:37][C:19]2[N:20]=[C:21]([NH:24][C:25]3[CH:26]=[CH:27][C:28]([N:31]4[CH2:32][CH2:33][N:34]([CH2:2][C:3]([O:5][CH2:6][CH3:7])=[O:4])[CH2:35][CH2:36]4)=[CH:29][CH:30]=3)[N:22]=[CH:23][C:18]=2[C:17]1=[O:39]. (6) Given the reactants C1(C)C=CC(C([C@@](C(O)=O)(O)[C@@](C(C2C=CC(C)=CC=2)=O)(O)C(O)=O)=O)=CC=1.[CH:29]([N:32]([CH2:36][CH2:37][C@@H:38]([C:45]1[CH:50]=[C:49]([Br:51])[CH:48]=[CH:47][C:46]=1[O:52][CH2:53][C:54]1[CH:59]=[CH:58][CH:57]=[CH:56][CH:55]=1)[C:39]1[CH:44]=[CH:43][CH:42]=[CH:41][CH:40]=1)[CH:33]([CH3:35])[CH3:34])([CH3:31])[CH3:30].C(=O)([O-])[O-].[Na+].[Na+], predict the reaction product. The product is: [CH:29]([N:32]([CH2:36][CH2:37][C@@H:38]([C:45]1[CH:50]=[C:49]([Br:51])[CH:48]=[CH:47][C:46]=1[O:52][CH2:53][C:54]1[CH:55]=[CH:56][CH:57]=[CH:58][CH:59]=1)[C:39]1[CH:44]=[CH:43][CH:42]=[CH:41][CH:40]=1)[CH:33]([CH3:35])[CH3:34])([CH3:30])[CH3:31]. (7) Given the reactants C1CCC=CCCC=1.O=O.[C-:11]#[N:12].[Na+].[NH2:14][C:15]1[C:24]([CH3:25])=[CH:23][C:22](Br)=[CH:21][C:16]=1[C:17]([NH:19][CH3:20])=[O:18], predict the reaction product. The product is: [NH2:14][C:15]1[C:24]([CH3:25])=[CH:23][C:22]([C:11]#[N:12])=[CH:21][C:16]=1[C:17]([NH:19][CH3:20])=[O:18]. (8) Given the reactants [C:1]([C:4]1[CH:17]=[CH:16][C:7]2[CH:8]=[C:9]([C:11]([O:13][CH2:14][CH3:15])=[O:12])[S:10][C:6]=2[CH:5]=1)(=[O:3])[CH3:2].[BH4-].[Na+], predict the reaction product. The product is: [OH:3][CH:1]([C:4]1[CH:17]=[CH:16][C:7]2[CH:8]=[C:9]([C:11]([O:13][CH2:14][CH3:15])=[O:12])[S:10][C:6]=2[CH:5]=1)[CH3:2]. (9) Given the reactants [CH3:1][O:2][C:3](=[O:17])[C:4]1[CH:9]=[CH:8][C:7]([C:10]2[O:11][C:12]([CH:15]=O)=[CH:13][CH:14]=2)=[CH:6][CH:5]=1.[S:18]=[C:19]1[N:23]([CH2:24][C:25]2[CH:30]=[C:29]([O:31][CH3:32])[C:28]([O:33][CH3:34])=[C:27]([O:35][CH3:36])[CH:26]=2)[C:22](=[O:37])[CH2:21][S:20]1, predict the reaction product. The product is: [CH3:1][O:2][C:3](=[O:17])[C:4]1[CH:5]=[CH:6][C:7]([C:10]2[O:11][C:12]([CH:15]=[C:21]3[S:20][C:19](=[S:18])[N:23]([CH2:24][C:25]4[CH:26]=[C:27]([O:35][CH3:36])[C:28]([O:33][CH3:34])=[C:29]([O:31][CH3:32])[CH:30]=4)[C:22]3=[O:37])=[CH:13][CH:14]=2)=[CH:8][CH:9]=1. (10) Given the reactants [C:1]([Si:3]([CH3:6])([CH3:5])[CH3:4])#[CH:2].N1CCCCC1.I[C:14]#[C:15][CH2:16][CH2:17][CH2:18][OH:19], predict the reaction product. The product is: [CH3:4][Si:3]([CH3:6])([CH3:5])[C:1]#[C:2][C:14]#[C:15][CH2:16][CH2:17][CH2:18][OH:19].